Task: Predict the reactants needed to synthesize the given product.. Dataset: Full USPTO retrosynthesis dataset with 1.9M reactions from patents (1976-2016) Given the product [ClH:1].[CH2:30]([N:29]([CH3:28])[C:2]1[N:7]=[C:6]([CH3:8])[N:5]=[C:4]([NH:9][C@@H:10]2[CH2:15][CH2:14][C@H:13]([NH:16][C:17](=[O:27])[C:18]3[CH:23]=[C:22]([F:24])[C:21]([F:25])=[C:20]([F:26])[CH:19]=3)[CH2:12][CH2:11]2)[CH:3]=1)[C:31]1[CH:36]=[CH:35][CH:34]=[CH:33][CH:32]=1, predict the reactants needed to synthesize it. The reactants are: [Cl:1][C:2]1[N:7]=[C:6]([CH3:8])[N:5]=[C:4]([NH:9][C@@H:10]2[CH2:15][CH2:14][C@H:13]([NH:16][C:17](=[O:27])[C:18]3[CH:23]=[C:22]([F:24])[C:21]([F:25])=[C:20]([F:26])[CH:19]=3)[CH2:12][CH2:11]2)[CH:3]=1.[CH3:28][NH:29][CH2:30][C:31]1[CH:36]=[CH:35][CH:34]=[CH:33][CH:32]=1.